Task: Predict the reaction yield, written as a fraction of the theoretical maximum amount of product (1.0 means a 100% yield; for example, 0.34 means a 34% yield).. Dataset: Reaction yield outcomes from USPTO patents with 853,638 reactions (1) The reactants are [F:1][CH2:2][CH:3]([OH:40])[CH2:4][O:5][C@H:6]1[CH2:11][CH2:10][C@H:9]([N:12]2[C:17](=[O:18])[C:16]([CH2:19][C:20]3[CH:25]=[CH:24][C:23]([C:26]4[C:27]([C:32]#[N:33])=[CH:28][CH:29]=[CH:30][CH:31]=4)=[CH:22][CH:21]=3)=[C:15]([CH2:34][CH2:35][CH3:36])[N:14]3[N:37]=[CH:38][N:39]=[C:13]23)[CH2:8][CH2:7]1.[CH3:41]C(OI1(OC(C)=O)(OC(C)=O)OC(=O)C2C=CC=CC1=2)=O.C(=O)([O-])O.[Na+].S([O-])([O-])(=O)=S.[Na+].[Na+]. The catalyst is C(#N)C. The product is [F:1][CH2:2][C:3]([OH:40])([CH3:41])[CH2:4][O:5][C@H:6]1[CH2:11][CH2:10][C@H:9]([N:12]2[C:17](=[O:18])[C:16]([CH2:19][C:20]3[CH:25]=[CH:24][C:23]([C:26]4[C:27]([C:32]#[N:33])=[CH:28][CH:29]=[CH:30][CH:31]=4)=[CH:22][CH:21]=3)=[C:15]([CH2:34][CH2:35][CH3:36])[N:14]3[N:37]=[CH:38][N:39]=[C:13]23)[CH2:8][CH2:7]1. The yield is 0.620. (2) The reactants are COC1C=CC(C[N:8]2[C:16]3[CH:15]=[CH:14][N:13]=[C:12]([NH:17][CH2:18][C:19]([F:22])([F:21])[F:20])[C:11]=3[C:10]([C:23]3[CH:28]=[CH:27][CH:26]=[CH:25][N:24]=3)=[N:9]2)=CC=1.C(NC1C2C([Sn](C)(C)C)=NN(CC3C=CC(OC)=CC=3)C=2C=CN=1)C.BrC1C=CC=CN=1.[Li+].[Cl-]. The catalyst is [Cu]I.C1C=CC([P]([Pd]([P](C2C=CC=CC=2)(C2C=CC=CC=2)C2C=CC=CC=2)([P](C2C=CC=CC=2)(C2C=CC=CC=2)C2C=CC=CC=2)[P](C2C=CC=CC=2)(C2C=CC=CC=2)C2C=CC=CC=2)(C2C=CC=CC=2)C2C=CC=CC=2)=CC=1.C1COCC1. The product is [N:24]1[CH:25]=[CH:26][CH:27]=[CH:28][C:23]=1[C:10]1[C:11]2[C:12]([NH:17][CH2:18][C:19]([F:21])([F:22])[F:20])=[N:13][CH:14]=[CH:15][C:16]=2[NH:8][N:9]=1. The yield is 0.920. (3) The reactants are [N:1]([C@H:4]1[CH2:8][C@H:7]([O:9][Si:10]([C:13]([CH3:16])([CH3:15])[CH3:14])([CH3:12])[CH3:11])[C@H:6]([CH2:17][O:18][CH2:19][C:20]2[CH:25]=[CH:24][CH:23]=[CH:22][CH:21]=2)[CH2:5]1)=[N+]=[N-]. The catalyst is CCOC(C)=O.[Pd]. The product is [CH2:19]([O:18][CH2:17][C@H:6]1[C@@H:7]([O:9][Si:10]([C:13]([CH3:15])([CH3:14])[CH3:16])([CH3:12])[CH3:11])[CH2:8][C@H:4]([NH2:1])[CH2:5]1)[C:20]1[CH:25]=[CH:24][CH:23]=[CH:22][CH:21]=1. The yield is 0.980. (4) The reactants are [CH2:1]([C:8]1[CH:16]=[CH:15][CH:14]=[CH:13][C:9]=1[C:10]([OH:12])=O)[C:2]1[CH:7]=[CH:6][CH:5]=[CH:4][CH:3]=1.C(N1C=CN=C1)(N1C=CN=C1)=O.[F:29][C:30]([F:44])([F:43])[C:31]1[CH:32]=[C:33]([CH:36]=[C:37]([C:39]([F:42])([F:41])[F:40])[CH:38]=1)[CH2:34][NH2:35]. The catalyst is O1CCCC1. The product is [CH2:1]([C:8]1[CH:16]=[CH:15][CH:14]=[CH:13][C:9]=1[C:10]([NH:35][CH2:34][C:33]1[CH:36]=[C:37]([C:39]([F:40])([F:41])[F:42])[CH:38]=[C:31]([C:30]([F:29])([F:43])[F:44])[CH:32]=1)=[O:12])[C:2]1[CH:3]=[CH:4][CH:5]=[CH:6][CH:7]=1. The yield is 0.490. (5) The reactants are [I:1][CH3:2].[N:3]1([C:8]2[C:13]3[O:14][C:15]4[C:20]([C:12]=3[CH:11]=[CH:10][CH:9]=2)=[CH:19][CH:18]=[C:17]([CH3:21])[N:16]=4)[CH:7]=[CH:6][N:5]=[CH:4]1. The catalyst is C(#N)C. The product is [I-:1].[CH3:2][N+:5]1[CH:6]=[CH:7][N:3]([C:8]2[C:13]3[O:14][C:15]4[C:20]([C:12]=3[CH:11]=[CH:10][CH:9]=2)=[CH:19][CH:18]=[C:17]([CH3:21])[N:16]=4)[CH:4]=1. The yield is 0.750. (6) The reactants are [OH:1][C:2]1[C:9]([N+:10]([O-])=O)=[CH:8][C:5]([C:6]#[N:7])=[CH:4][C:3]=1[CH3:13].NN. The catalyst is CO.O.O.O.O.O.O.[Fe](Cl)Cl. The product is [NH2:10][C:9]1[CH:8]=[C:5]([CH:4]=[C:3]([CH3:13])[C:2]=1[OH:1])[C:6]#[N:7]. The yield is 0.960. (7) The reactants are Cl[C:2]1[N:11]=[CH:10][C:9]2[N:8]([CH2:12][C:13]([F:16])([F:15])[F:14])[C:7](=[O:17])[C:6]3([CH3:22])[CH2:18][O:19][CH2:20][CH2:21][N:5]3[C:4]=2[N:3]=1.[CH:23]1([NH:26][C:27]([NH:29][C:30]2[CH:35]=[CH:34][C:33](B3OC(C)(C)C(C)(C)O3)=[CH:32][CH:31]=2)=[O:28])[CH2:25][CH2:24]1.C([O-])(O)=O.[Na+]. The catalyst is O1CCOCC1.C1COCC1.C1C=CC(P(C2C=CC=CC=2)[C-]2C=CC=C2)=CC=1.C1C=CC(P(C2C=CC=CC=2)[C-]2C=CC=C2)=CC=1.Cl[Pd]Cl.[Fe+2]. The product is [CH:23]1([NH:26][C:27]([NH:29][C:30]2[CH:35]=[CH:34][C:33]([C:2]3[N:11]=[CH:10][C:9]4[N:8]([CH2:12][C:13]([F:16])([F:15])[F:14])[C:7](=[O:17])[C:6]5([CH3:22])[CH2:18][O:19][CH2:20][CH2:21][N:5]5[C:4]=4[N:3]=3)=[CH:32][CH:31]=2)=[O:28])[CH2:25][CH2:24]1. The yield is 0.500. (8) The reactants are [Cl:1][C:2]1[CH:3]=[C:4]([CH:8]=[CH:9][C:10]=1[C:11]1[CH:20]=[CH:19][C:18]2[C:13](=[CH:14][CH:15]=[C:16]([OH:21])[CH:17]=2)[N:12]=1)[C:5]([NH2:7])=O.C(OC(C(F)(F)F)=O)(C(F)(F)F)=O.CCN(CC)CC. The catalyst is C(Cl)Cl.O. The product is [Cl:1][C:2]1[CH:3]=[C:4]([CH:8]=[CH:9][C:10]=1[C:11]1[CH:20]=[CH:19][C:18]2[C:13](=[CH:14][CH:15]=[C:16]([OH:21])[CH:17]=2)[N:12]=1)[C:5]#[N:7]. The yield is 0.670.